From a dataset of Forward reaction prediction with 1.9M reactions from USPTO patents (1976-2016). Predict the product of the given reaction. (1) Given the reactants [C:1]1([CH:7](Br)[C:8]([O-:10])=O)[CH:6]=[CH:5][CH:4]=[CH:3][CH:2]=1.C1C=CC([CH:18]([NH2:21])[CH2:19][OH:20])=CC=1.C(N(C(C)C)CC)(C)C.CCOC(C)=O, predict the reaction product. The product is: [C:1]1([C@H:7]2[NH:21][CH2:18][C:19](=[O:20])[O:10][CH2:8]2)[CH:2]=[CH:3][CH:4]=[CH:5][CH:6]=1. (2) Given the reactants Cl[C:2]1[C:10]([C:11]2[CH:16]=[CH:15][C:14]([Cl:17])=[CH:13][CH:12]=2)=[CH:9][C:5]([C:6]([OH:8])=[O:7])=[CH:4][N:3]=1.[OH:18][CH2:19][CH:20]1[CH2:22][CH2:21]1.[OH-].[K+].C(O)(=O)CC(CC(O)=O)(C(O)=O)O, predict the reaction product. The product is: [Cl:17][C:14]1[CH:15]=[CH:16][C:11]([C:10]2[C:2]([O:18][CH2:19][CH:20]3[CH2:22][CH2:21]3)=[N:3][CH:4]=[C:5]([CH:9]=2)[C:6]([OH:8])=[O:7])=[CH:12][CH:13]=1. (3) Given the reactants O[C@@H:2]([CH3:18])[C@@H:3]([NH:7][C:8]([O:10][C:11]1([CH3:17])[CH2:16][CH2:15][O:14][CH2:13][CH2:12]1)=[O:9])[C:4]([OH:6])=[O:5].C1CN([P+](ON2N=NC3C=CC=CC2=3)(N2CCCC2)N2CCCC2)CC1.F[P-](F)(F)(F)(F)F.CCN(CC)CC, predict the reaction product. The product is: [CH3:17][C:11]1([O:10][C:8](=[O:9])[NH:7][C@H:3]2[C:4](=[O:6])[O:5][C@H:2]2[CH3:18])[CH2:16][CH2:15][O:14][CH2:13][CH2:12]1. (4) Given the reactants [CH3:1][O:2][C:3]1[CH:4]=[C:5]([CH2:9][CH2:10][C:11]([OH:13])=O)[CH:6]=[CH:7][CH:8]=1.[CH3:14][O:15][C:16]1[CH:17]=[C:18]([CH2:24][CH2:25][NH2:26])[CH:19]=[CH:20][C:21]=1[O:22][CH3:23], predict the reaction product. The product is: [CH3:14][O:15][C:16]1[CH:17]=[C:18]([CH2:24][CH2:25][NH:26][C:11](=[O:13])[CH2:10][CH2:9][C:5]2[CH:6]=[CH:7][CH:8]=[C:3]([O:2][CH3:1])[CH:4]=2)[CH:19]=[CH:20][C:21]=1[O:22][CH3:23]. (5) Given the reactants Cl[C:2]1[N:3]=[C:4]([N:15]2[CH2:20][CH2:19][O:18][CH2:17][CH2:16]2)[C:5]2[S:10][C:9]([C:11](=[N:13][OH:14])[NH2:12])=[CH:8][C:6]=2[N:7]=1.[NH2:21][C:22]1[N:27]=[CH:26][C:25](B(O)O)=[CH:24][N:23]=1, predict the reaction product. The product is: [NH2:21][C:22]1[N:27]=[CH:26][C:25]([C:2]2[N:3]=[C:4]([N:15]3[CH2:20][CH2:19][O:18][CH2:17][CH2:16]3)[C:5]3[S:10][C:9]([C:11](=[N:13][OH:14])[NH2:12])=[CH:8][C:6]=3[N:7]=2)=[CH:24][N:23]=1.